Dataset: Reaction yield outcomes from USPTO patents with 853,638 reactions. Task: Predict the reaction yield, written as a fraction of the theoretical maximum amount of product (1.0 means a 100% yield; for example, 0.34 means a 34% yield). (1) The yield is 0.970. The catalyst is C1(C)C=CC=CC=1. The reactants are [CH3:1][N:2]1[CH:6]=[CH:5][N:4]=[CH:3]1.[Br:7][CH2:8][CH2:9][CH2:10][CH2:11][CH2:12][CH2:13][CH2:14][CH2:15][CH2:16][CH2:17][CH2:18][CH2:19][CH2:20][CH2:21][CH2:22][CH3:23]. The product is [Br-:7].[CH3:1][N+:2]1[CH:6]=[CH:5][N:4]([CH2:23][CH2:22][CH2:21][CH2:20][CH2:19][CH2:18][CH2:17][CH2:16][CH2:15][CH2:14][CH2:13][CH2:12][CH2:11][CH2:10][CH2:9][CH3:8])[CH:3]=1. (2) The reactants are Br[C:2]1[CH:3]=[C:4]2[C:8](=[CH:9][CH:10]=1)[N:7]([CH2:11][C:12]1[CH:17]=[CH:16][C:15]([C:18]([CH3:21])([CH3:20])[CH3:19])=[CH:14][CH:13]=1)[CH:6]=[CH:5]2.[CH3:22][C:23]1[CH:24]=[C:25](B(O)O)[CH:26]=[CH:27][CH:28]=1.C(=O)([O-])[O-].[K+].[K+]. The catalyst is [Br-].C([N+](CCCC)(CCCC)CCCC)CCC.O1CCOCC1.O.C([O-])(=O)C.[Pd+2].C([O-])(=O)C. The product is [C:18]([C:15]1[CH:16]=[CH:17][C:12]([CH2:11][N:7]2[C:8]3[C:4](=[CH:3][C:2]([C:27]4[CH:26]=[CH:25][CH:24]=[C:23]([CH3:22])[CH:28]=4)=[CH:10][CH:9]=3)[CH:5]=[CH:6]2)=[CH:13][CH:14]=1)([CH3:20])([CH3:21])[CH3:19]. The yield is 0.730. (3) The reactants are [C:1]([C:4]1[C:9]2[NH:10][C:11]3[CH:12]=[C:13]([C:17]([O:19]C(C)C)=[O:18])[CH:14]=[CH:15][C:16]=3[C:8]=2[N:7]=[C:6]([C:23]2[CH:28]=[CH:27][CH:26]=[CH:25][CH:24]=2)[CH:5]=1)(=[O:3])[NH2:2].CO.[OH-].[Na+]. The catalyst is C1COCC1. The product is [C:1]([C:4]1[C:9]2[NH:10][C:11]3[CH:12]=[C:13]([C:17]([OH:19])=[O:18])[CH:14]=[CH:15][C:16]=3[C:8]=2[N:7]=[C:6]([C:23]2[CH:28]=[CH:27][CH:26]=[CH:25][CH:24]=2)[CH:5]=1)(=[O:3])[NH2:2]. The yield is 0.950. (4) The reactants are C1(P(C2C=CC=CC=2)C2C=CC=CC=2)C=CC=CC=1.BrN1C(=O)CCC1=O.[Br:28][C:29]1[CH:30]=[C:31]([CH:39]([CH2:43][CH:44]2[CH2:48][CH2:47][CH2:46][CH2:45]2)[C:40]([OH:42])=O)[CH:32]=[CH:33][C:34]=1[S:35]([CH3:38])(=[O:37])=[O:36].[NH2:49][C:50]1[CH:55]=[CH:54][CH:53]=[CH:52][N:51]=1. The catalyst is C(Cl)Cl. The product is [Br:28][C:29]1[CH:30]=[C:31]([CH:39]([CH2:43][CH:44]2[CH2:48][CH2:47][CH2:46][CH2:45]2)[C:40]([NH:49][C:50]2[CH:55]=[CH:54][CH:53]=[CH:52][N:51]=2)=[O:42])[CH:32]=[CH:33][C:34]=1[S:35]([CH3:38])(=[O:36])=[O:37]. The yield is 0.730. (5) The yield is 0.560. The reactants are [F:1][C:2]1[C:3]([C:22]2[N:26]([CH:27]3[CH2:32][CH2:31][O:30][CH2:29][CH2:28]3)[C:25]([CH3:33])=[N:24][CH:23]=2)=[N:4][C:5]([NH:8][CH:9]2[CH2:14][CH2:13][N:12](C(OC(C)(C)C)=O)[CH2:11][CH2:10]2)=[N:6][CH:7]=1.[C:34]1([CH2:40][S:41](Cl)(=[O:43])=[O:42])[CH:39]=[CH:38][CH:37]=[CH:36][CH:35]=1. No catalyst specified. The product is [CH2:40]([S:41]([N:12]1[CH2:13][CH2:14][CH:9]([NH:8][C:5]2[N:4]=[C:3]([C:22]3[N:26]([CH:27]4[CH2:32][CH2:31][O:30][CH2:29][CH2:28]4)[C:25]([CH3:33])=[N:24][CH:23]=3)[C:2]([F:1])=[CH:7][N:6]=2)[CH2:10][CH2:11]1)(=[O:43])=[O:42])[C:34]1[CH:39]=[CH:38][CH:37]=[CH:36][CH:35]=1. (6) The reactants are [CH3:1][CH:2]1[S:6](=[O:8])(=[O:7])[O:5][CH2:4][CH2:3]1.[OH-].[NH4+:10].CCO. The catalyst is O1CCCC1. The product is [NH2:10][CH2:4][CH2:3][CH:2]([S:6]([OH:5])(=[O:8])=[O:7])[CH3:1]. The yield is 0.940. (7) The reactants are [CH3:1][O:2][C:3](=[O:22])[C:4]1[CH:9]=[C:8]([C:10](=[O:13])[CH2:11][CH3:12])[C:7]([C:14]([F:17])([F:16])[F:15])=[CH:6][C:5]=1[NH:18]C(=O)C.S(=O)(=O)(O)O. The catalyst is CO.O.CCOC(C)=O. The product is [CH3:1][O:2][C:3](=[O:22])[C:4]1[CH:9]=[C:8]([C:10](=[O:13])[CH2:11][CH3:12])[C:7]([C:14]([F:16])([F:15])[F:17])=[CH:6][C:5]=1[NH2:18]. The yield is 0.820.